This data is from Full USPTO retrosynthesis dataset with 1.9M reactions from patents (1976-2016). The task is: Predict the reactants needed to synthesize the given product. (1) Given the product [C:20]([O:19][C:17]([N:6]1[CH2:7][CH:8]([CH2:10][CH2:11][CH2:12][C:13]([F:15])([F:16])[CH3:14])[CH2:9][CH:5]1[C:3]([OH:4])=[O:2])=[O:18])([CH3:21])([CH3:22])[CH3:23], predict the reactants needed to synthesize it. The reactants are: C[O:2][C:3]([CH:5]1[CH2:9][CH:8]([CH2:10][CH2:11][CH2:12][C:13]([F:16])([F:15])[CH3:14])[CH2:7][N:6]1[C:17]([O:19][C:20]([CH3:23])([CH3:22])[CH3:21])=[O:18])=[O:4].O.[OH-].[Li+]. (2) Given the product [Br:32][C:29]1[CH:30]=[CH:31][C:26]([C:25]([OH:35])=[O:24])=[CH:27][C:28]=1[CH2:33][N:1]1[CH2:6][CH2:5][CH:4]([C:7]2[C:15]3[C:10](=[CH:11][CH:12]=[CH:13][CH:14]=3)[N:9]([CH2:16][C:17]3[CH:18]=[CH:19][N:20]=[CH:21][CH:22]=3)[CH:8]=2)[CH2:3][CH2:2]1, predict the reactants needed to synthesize it. The reactants are: [NH:1]1[CH2:6][CH2:5][CH:4]([C:7]2[C:15]3[C:10](=[CH:11][CH:12]=[CH:13][CH:14]=3)[N:9]([CH2:16][C:17]3[CH:22]=[CH:21][N:20]=[CH:19][CH:18]=3)[CH:8]=2)[CH2:3][CH2:2]1.C[O:24][C:25](=[O:35])[C:26]1[CH:31]=[CH:30][C:29]([Br:32])=[C:28]([CH2:33]Br)[CH:27]=1. (3) Given the product [NH2:22][C:12]1[CH:13]=[CH:14][C:15]([C:17]2[S:18][CH:19]=[CH:20][CH:21]=2)=[CH:16][C:11]=1[NH:10][C:8](=[O:9])[C:5]1[CH:4]=[CH:3][C:2]([N:40]2[CH2:41][CH2:42][C:35]3([CH2:34][O:33][P:32]([CH3:31])(=[O:43])[O:37][CH2:36]3)[CH2:38][CH2:39]2)=[N:7][CH:6]=1, predict the reactants needed to synthesize it. The reactants are: Cl[C:2]1[N:7]=[CH:6][C:5]([C:8]([NH:10][C:11]2[CH:16]=[C:15]([C:17]3[S:18][CH:19]=[CH:20][CH:21]=3)[CH:14]=[CH:13][C:12]=2[NH:22]C(=O)OC(C)(C)C)=[O:9])=[CH:4][CH:3]=1.Cl.[CH3:31][P:32]1(=[O:43])[O:37][CH2:36][C:35]2([CH2:42][CH2:41][NH:40][CH2:39][CH2:38]2)[CH2:34][O:33]1.CCN(C(C)C)C(C)C.